This data is from Catalyst prediction with 721,799 reactions and 888 catalyst types from USPTO. The task is: Predict which catalyst facilitates the given reaction. (1) Reactant: [H-].[Al+3].[Li+].[H-].[H-].[H-].[CH2:7]([N:14]1[C:22]2[C:17](=[CH:18][CH:19]=[CH:20][CH:21]=2)[C:16]([C:23]2[O:24][C:25]([C:28](OCC)=[O:29])=[CH:26][CH:27]=2)=[N:15]1)[C:8]1[CH:13]=[CH:12][CH:11]=[CH:10][CH:9]=1.C(=O)([O-])[O-].[K+].[K+]. Product: [CH2:7]([N:14]1[C:22]2[C:17](=[CH:18][CH:19]=[CH:20][CH:21]=2)[C:16]([C:23]2[O:24][C:25]([CH2:28][OH:29])=[CH:26][CH:27]=2)=[N:15]1)[C:8]1[CH:13]=[CH:12][CH:11]=[CH:10][CH:9]=1. The catalyst class is: 1. (2) Product: [C:1]([C:3]1[CH:4]=[CH:5][C:6]([CH2:9][C:10]([O:12][CH2:13][CH3:14])=[O:11])=[CH:7][CH:8]=1)#[N:2]. Reactant: [C:1]([C:3]1[CH:8]=[CH:7][C:6]([CH2:9][C:10]([OH:12])=[O:11])=[CH:5][CH:4]=1)#[N:2].[CH2:13](O)[CH3:14]. The catalyst class is: 33.